Dataset: Catalyst prediction with 721,799 reactions and 888 catalyst types from USPTO. Task: Predict which catalyst facilitates the given reaction. (1) Reactant: [OH:1][CH:2]1[CH2:5][C:4]([CH2:28][C:29]#[N:30])([N:6]2[CH:10]=[C:9]([C:11]3[C:12]4[CH:19]=[CH:18][N:17](COCC[Si](C)(C)C)[C:13]=4[N:14]=[CH:15][N:16]=3)[CH:8]=[N:7]2)[CH2:3]1.FC(F)(F)C(O)=O.C(N)CN. Product: [OH:1][CH:2]1[CH2:5][C:4]([CH2:28][C:29]#[N:30])([N:6]2[CH:10]=[C:9]([C:11]3[C:12]4[CH:19]=[CH:18][NH:17][C:13]=4[N:14]=[CH:15][N:16]=3)[CH:8]=[N:7]2)[CH2:3]1. The catalyst class is: 5. (2) Reactant: C1(C)C=CC=CC=1.O.C1(C)C=CC(S(O)(=O)=O)=CC=1.[Br:20][C:21]1[C:26]([OH:27])=[C:25]([NH:28][C:29](=O)[C:30]([CH3:33])([CH3:32])[CH3:31])[C:24]([C:35]#[N:36])=[C:23]([CH3:37])[C:22]=1[C:38]1[CH:43]=[CH:42][CH:41]=[C:40]([OH:44])[CH:39]=1. Product: [Br:20][C:21]1[C:22]([C:38]2[CH:43]=[CH:42][CH:41]=[C:40]([OH:44])[CH:39]=2)=[C:23]([CH3:37])[C:24]([C:35]#[N:36])=[C:25]2[C:26]=1[O:27][C:29]([C:30]([CH3:32])([CH3:31])[CH3:33])=[N:28]2. The catalyst class is: 6.